Task: Predict the product of the given reaction.. Dataset: Forward reaction prediction with 1.9M reactions from USPTO patents (1976-2016) (1) Given the reactants O[CH2:2][C:3]1[CH:12]=[C:11]2[C:6]([CH2:7][CH2:8][C:9](=[O:13])[NH:10]2)=[CH:5][CH:4]=1.C(O)(=O)C.[BrH:18], predict the reaction product. The product is: [Br:18][CH2:2][C:3]1[CH:12]=[C:11]2[C:6]([CH2:7][CH2:8][C:9](=[O:13])[NH:10]2)=[CH:5][CH:4]=1. (2) Given the reactants [CH:1]1[N:5]=[CH:4][N:3]([C:6](N2C=NC=C2)=[O:7])[CH:2]=1.O1CCCC1.[OH:18][CH:19]1[CH:26]2[CH2:27][C:22]3([C:29]([NH:31][C@H:32]4[CH2:37][CH2:36][CH2:35][NH:34][CH2:33]4)=[O:30])[CH2:23][CH:24]([CH2:28][CH:20]1[CH2:21]3)[CH2:25]2, predict the reaction product. The product is: [OH:18][CH:19]1[CH:26]2[CH2:27][C:22]3([C:29]([NH:31][C@H:32]4[CH2:37][CH2:36][CH2:35][N:34]([C:6]([N:3]5[CH:2]=[CH:1][N:5]=[CH:4]5)=[O:7])[CH2:33]4)=[O:30])[CH2:23][CH:24]([CH2:28][CH:20]1[CH2:21]3)[CH2:25]2. (3) Given the reactants [Br:1][C:2]1[CH:3]=[C:4]2[C:9](=[CH:10][CH:11]=1)[N:8]=[CH:7][C:6]([C:12]([CH:14]1[CH2:16][CH2:15]1)=[O:13])=[C:5]2Cl.[NH2:18][CH2:19][C@H:20]1[CH2:25][CH2:24][C@H:23]([N:26]([CH3:28])[CH3:27])[CH2:22][CH2:21]1, predict the reaction product. The product is: [Br:1][C:2]1[CH:3]=[C:4]2[C:9](=[CH:10][CH:11]=1)[N:8]=[CH:7][C:6]([C:12]([CH:14]1[CH2:16][CH2:15]1)=[O:13])=[C:5]2[NH:18][CH2:19][C@H:20]1[CH2:25][CH2:24][C@H:23]([N:26]([CH3:28])[CH3:27])[CH2:22][CH2:21]1. (4) Given the reactants [CH3:1][O:2][C:3]1[CH:4]=[C:5]([CH:8]=[CH:9][CH:10]=1)[CH2:6]Cl.[Mg].II.[CH2:14]([O:21][C:22]1[CH:35]=[CH:34][C:25]([CH:26]=[N:27][CH2:28][CH:29]([O:32][CH3:33])[O:30][CH3:31])=[CH:24][C:23]=1[O:36][CH3:37])[C:15]1[CH:20]=[CH:19][CH:18]=[CH:17][CH:16]=1.[Cl-].[NH4+], predict the reaction product. The product is: [CH2:14]([O:21][C:22]1[CH:35]=[CH:34][C:25]([CH:26]([NH:27][CH2:28][CH:29]([O:30][CH3:31])[O:32][CH3:33])[CH2:6][C:5]2[CH:8]=[CH:9][CH:10]=[C:3]([O:2][CH3:1])[CH:4]=2)=[CH:24][C:23]=1[O:36][CH3:37])[C:15]1[CH:16]=[CH:17][CH:18]=[CH:19][CH:20]=1. (5) Given the reactants [C:1](Cl)(C(Cl)=O)=O.[O:7]1[C:15]2[CH:14]=[CH:13][N:12]=[CH:11][C:10]=2[CH:9]=[C:8]1[C:16]([OH:18])=[O:17], predict the reaction product. The product is: [CH3:1][O:17][C:16]([C:8]1[O:7][C:15]2[CH:14]=[CH:13][N:12]=[CH:11][C:10]=2[CH:9]=1)=[O:18]. (6) Given the reactants [I-:1].Cl[C:3]1[CH:21]=[CH:20][C:6]([O:7][C:8]2[CH:13]=[CH:12][C:11]([C:14]3[N:15]=[C:16]([NH3+:19])[S:17][CH:18]=3)=[CH:10][CH:9]=2)=[CH:5][CH:4]=1.[I-].ClC1C=C(C=CC=1Cl)OC1C=CC(C2N=C([NH3+])SC=2)=CC=1.[I-].COC1C=CC(OC2C=CC(C3N=C([NH3+])SC=3)=CC=2)=CC=1.[I-].S1C=CN=C1[NH3+].[I-].C1(C2C=CC=CC=2)C=CC(OC2C=CC(C3N=C([NH3+])SC=3)=CC=2)=CC=1.[I-].O(C1C=CC(OC2C=CC(C3N=C([NH3+])SC=3)=CC=2)=CC=1)C1C=CC=CC=1.[I-].C1(SC2C=CC(C3N=C([NH3+])SC=3)=CC=2)C=CC=CC=1.[I-].C1(C)C=CC(SC2C=CC(C3N=C([NH3+])SC=3)=CC=2)=CC=1, predict the reaction product. The product is: [I-:1].[O:7]([C:8]1[CH:13]=[CH:12][C:11]([C:14]2[N:15]=[C:16]([NH3+:19])[S:17][CH:18]=2)=[CH:10][CH:9]=1)[C:6]1[CH:5]=[CH:4][CH:3]=[CH:21][CH:20]=1.